Dataset: TCR-epitope binding with 47,182 pairs between 192 epitopes and 23,139 TCRs. Task: Binary Classification. Given a T-cell receptor sequence (or CDR3 region) and an epitope sequence, predict whether binding occurs between them. (1) The epitope is SFHSLHLLF. The TCR CDR3 sequence is CASSYSGDDTQYF. Result: 1 (the TCR binds to the epitope). (2) The epitope is FLPRVFSAV. The TCR CDR3 sequence is CASSFRDRGLSEQYF. Result: 1 (the TCR binds to the epitope). (3) The epitope is FVDGVPFVV. The TCR CDR3 sequence is CATLSTRVTGELFF. Result: 0 (the TCR does not bind to the epitope). (4) The epitope is FSKQLQQSM. The TCR CDR3 sequence is CASSLMGGSTETQYF. Result: 0 (the TCR does not bind to the epitope). (5) The epitope is VVYRGTTTY. Result: 0 (the TCR does not bind to the epitope). The TCR CDR3 sequence is CASSLEGQGAREQYF. (6) The epitope is KLMNIQQKL. The TCR CDR3 sequence is CASSKVWGTGRETYEQYF. Result: 0 (the TCR does not bind to the epitope).